This data is from CYP2D6 inhibition data for predicting drug metabolism from PubChem BioAssay. The task is: Regression/Classification. Given a drug SMILES string, predict its absorption, distribution, metabolism, or excretion properties. Task type varies by dataset: regression for continuous measurements (e.g., permeability, clearance, half-life) or binary classification for categorical outcomes (e.g., BBB penetration, CYP inhibition). Dataset: cyp2d6_veith. (1) The compound is COCCCNC(=O)/C=C/c1cccc(Cl)c1. The result is 0 (non-inhibitor). (2) The compound is CCCc1nc2sc3ccccc3c(=O)c2c(=O)n1CCOC. The result is 0 (non-inhibitor). (3) The drug is CCN(CC)CCOc1ccc2c(c1)C(=NO)c1cc(OCCN(CC)CC)ccc1-2.Cl. The result is 0 (non-inhibitor). (4) The compound is CCOC(=O)C1=C(O)C(=O)N(c2ccc(S(N)(=O)=O)cc2)C1c1ccc(OC)cc1. The result is 0 (non-inhibitor). (5) The compound is Cc1noc(C)c1-c1nc(N(C)Cc2ccco2)c2ccccc2n1. The result is 1 (inhibitor). (6) The drug is O=C1Nc2ccccc2C1=Nc1ccc(S(=O)(=O)Nc2nccs2)cc1. The result is 0 (non-inhibitor). (7) The molecule is CC(C)(O)c1cn(-c2nonc2N)nn1. The result is 0 (non-inhibitor). (8) The molecule is N#Cc1cc2[nH]c(=O)c(=O)[nH]c2cc1[N+](=O)[O-]. The result is 0 (non-inhibitor). (9) The molecule is O=C(Oc1ccccc1[N+](=O)[O-])c1cccnc1. The result is 0 (non-inhibitor).